Task: Predict the reactants needed to synthesize the given product.. Dataset: Full USPTO retrosynthesis dataset with 1.9M reactions from patents (1976-2016) Given the product [CH3:1][O:2][C:3]1[N:4]=[C:5]2[C:10](=[CH:11][CH:12]=1)[N:9]=[CH:8][CH:7]=[C:6]2[N:13]1[CH2:17][CH2:16][CH:15]([S:18][CH2:19][CH2:20][NH:21][CH2:22][C:46]2[CH:45]=[CH:44][C:41]3[S:42][CH2:43][C:38](=[O:37])[NH:39][C:40]=3[N:47]=2)[CH2:14]1, predict the reactants needed to synthesize it. The reactants are: [CH3:1][O:2][C:3]1[N:4]=[C:5]2[C:10](=[CH:11][CH:12]=1)[N:9]=[CH:8][CH:7]=[C:6]2[N:13]1[CH2:17][CH2:16][CH:15]([S:18][CH2:19][CH2:20][NH:21][C:22](=O)OC(C)(C)C)[CH2:14]1.Cl.C(N(CC)CC)C.[O:37]=[C:38]1[CH2:43][S:42][C:41]2[CH:44]=[CH:45][C:46](C=O)=[N:47][C:40]=2[NH:39]1.[BH4-].[Na+].C(=O)(O)[O-].[Na+].